From a dataset of Forward reaction prediction with 1.9M reactions from USPTO patents (1976-2016). Predict the product of the given reaction. Given the reactants [F:1][C:2]([F:15])([F:14])[S:3]([O:6]S(C(F)(F)F)(=O)=O)(=[O:5])=[O:4].O[CH:17]([CH2:20][O:21][CH3:22])[C:18]#[N:19].N1C(C)=CC=CC=1C, predict the reaction product. The product is: [C:18]([CH:17]([O:6][S:3]([C:2]([F:15])([F:14])[F:1])(=[O:5])=[O:4])[CH2:20][O:21][CH3:22])#[N:19].